Dataset: Forward reaction prediction with 1.9M reactions from USPTO patents (1976-2016). Task: Predict the product of the given reaction. (1) Given the reactants Cl[C:2]([O:4][CH:5]([CH3:7])[CH3:6])=[O:3].[F:8][C:9]1[CH:14]=[C:13]([S:15]([CH3:18])(=[O:17])=[O:16])[CH:12]=[CH:11][C:10]=1[C:19]1[CH:20]=[C:21]2[CH:27]=[C:26]([CH:28]3[CH2:33][CH2:32][NH:31][CH2:30][CH2:29]3)[O:25][C:22]2=[CH:23][N:24]=1.C(N(CC)C(C)C)(C)C, predict the reaction product. The product is: [CH:5]([O:4][C:2]([N:31]1[CH2:32][CH2:33][CH:28]([C:26]2[O:25][C:22]3=[CH:23][N:24]=[C:19]([C:10]4[CH:11]=[CH:12][C:13]([S:15]([CH3:18])(=[O:17])=[O:16])=[CH:14][C:9]=4[F:8])[CH:20]=[C:21]3[CH:27]=2)[CH2:29][CH2:30]1)=[O:3])([CH3:7])[CH3:6]. (2) Given the reactants C[O:2][C:3]([C:5]1[S:6][C:7](/[CH:10]=[C:11](/[C:13]([O:15][C:16]([CH3:19])([CH3:18])[CH3:17])=[O:14])\[CH3:12])=[CH:8][CH:9]=1)=[O:4].[OH-].[Li+].Cl, predict the reaction product. The product is: [C:16]([O:15][C:13](/[C:11](/[CH3:12])=[CH:10]/[C:7]1[S:6][C:5]([C:3]([OH:4])=[O:2])=[CH:9][CH:8]=1)=[O:14])([CH3:19])([CH3:17])[CH3:18]. (3) Given the reactants C(N(CC)CC)C.[C:8]1([C@H:14]([NH:32][C:33]([O:35][C@@H:36]2[CH:41]3[CH2:42][CH2:43][N:38]([CH2:39][CH2:40]3)[CH2:37]2)=[O:34])[C:15]2[CH:16]=[C:17]([CH:29]=[CH:30][CH:31]=2)[O:18][CH2:19][C:20]2[CH:28]=[CH:27][C:23]([C:24]([OH:26])=O)=[CH:22][CH:21]=2)[CH:13]=[CH:12][CH:11]=[CH:10][CH:9]=1.OC1C=CC=C[N+]=1[O-].C(Cl)CCl.[CH2:56]([NH:63][CH2:64][CH2:65][CH:66]1[O:70][CH2:69][CH2:68][O:67]1)[C:57]1[CH:62]=[CH:61][CH:60]=[CH:59][CH:58]=1, predict the reaction product. The product is: [N:38]12[CH2:43][CH2:42][CH:41]([CH2:40][CH2:39]1)[C@@H:36]([O:35][C:33](=[O:34])[NH:32][C@H:14]([C:15]1[CH:31]=[CH:30][CH:29]=[C:17]([O:18][CH2:19][C:20]3[CH:28]=[CH:27][C:23]([C:24](=[O:26])[N:63]([CH2:64][CH2:65][CH:66]4[O:67][CH2:68][CH2:69][O:70]4)[CH2:56][C:57]4[CH:58]=[CH:59][CH:60]=[CH:61][CH:62]=4)=[CH:22][CH:21]=3)[CH:16]=1)[C:8]1[CH:9]=[CH:10][CH:11]=[CH:12][CH:13]=1)[CH2:37]2. (4) Given the reactants Br[C:2]1[C:3]([NH2:9])=[N:4][CH:5]=[C:6]([Br:8])[N:7]=1.CC1(C)C(C)(C)BC([C:18]2[CH:19]=[C:20]([OH:24])[CH:21]=[CH:22][CH:23]=2)C1.COCOC.C(=O)([O-])[O-].[Na+].[Na+].O, predict the reaction product. The product is: [NH2:9][C:3]1[C:2]([C:18]2[CH:19]=[C:20]([OH:24])[CH:21]=[CH:22][CH:23]=2)=[N:7][C:6]([Br:8])=[CH:5][N:4]=1. (5) Given the reactants [F:1][C:2]1[CH:7]=[CH:6][C:5]([C:8]([C:10]2[N:19]=[C:18]([NH:20][C:21]3[CH:25]=[C:24]([CH3:26])[NH:23][N:22]=3)[C:17]3[C:12](=[CH:13][CH:14]=[CH:15][CH:16]=3)[N:11]=2)=O)=[CH:4][CH:3]=1.Cl.[O:28]([NH2:30])[CH3:29].O, predict the reaction product. The product is: [CH3:29][O:28][N:30]=[C:8]([C:5]1[CH:6]=[CH:7][C:2]([F:1])=[CH:3][CH:4]=1)[C:10]1[N:19]=[C:18]([NH:20][C:21]2[CH:25]=[C:24]([CH3:26])[NH:23][N:22]=2)[C:17]2[C:12](=[CH:13][CH:14]=[CH:15][CH:16]=2)[N:11]=1. (6) Given the reactants C(N)C1C=CC=CC=1.[NH:9]1[CH2:14][CH2:13][CH:12]([CH2:15][O:16][C:17]2[CH:26]=[CH:25][CH:24]=[C:23]3[C:18]=2[C:19]([NH2:28])=[N:20][C:21]([NH2:27])=[N:22]3)[CH2:11][CH2:10]1.[Cl:29][C:30]1[CH:37]=[CH:36][C:33]([CH2:34]Br)=[CH:32][CH:31]=1.Cl.O1CCOCC1, predict the reaction product. The product is: [ClH:29].[Cl:29][C:30]1[CH:37]=[CH:36][C:33]([CH2:34][N:9]2[CH2:14][CH2:13][CH:12]([CH2:15][O:16][C:17]3[CH:26]=[CH:25][CH:24]=[C:23]4[C:18]=3[C:19]([NH2:28])=[N:20][C:21]([NH2:27])=[N:22]4)[CH2:11][CH2:10]2)=[CH:32][CH:31]=1. (7) Given the reactants [C:1]([CH:3]1[CH2:8][CH2:7][N:6]([C:9]([N:11]2[CH2:16][CH:15]([C:17]3[CH:22]=[CH:21][C:20]([O:23][C:24]([F:27])([F:26])[F:25])=[CH:19][CH:18]=3)[CH2:14][CH:13]([C:28]([OH:30])=O)[CH2:12]2)=[O:10])[CH2:5][CH2:4]1)#[N:2].[F:31][C:32]1[CH:33]=[C:34]([C:38](=[NH:41])[NH:39]O)[CH:35]=[CH:36][CH:37]=1, predict the reaction product. The product is: [F:31][C:32]1[CH:33]=[C:34]([C:38]2[N:41]=[C:28]([CH:13]3[CH2:14][CH:15]([C:17]4[CH:22]=[CH:21][C:20]([O:23][C:24]([F:26])([F:25])[F:27])=[CH:19][CH:18]=4)[CH2:16][N:11]([C:9]([N:6]4[CH2:7][CH2:8][CH:3]([C:1]#[N:2])[CH2:4][CH2:5]4)=[O:10])[CH2:12]3)[O:30][N:39]=2)[CH:35]=[CH:36][CH:37]=1. (8) The product is: [OH:1][C:2]1[C:3]2[C:4](=[O:6])[O:5][C:14]([CH3:16])([CH3:13])[O:12][C:7]=2[CH:8]=[C:9]([OH:11])[CH:10]=1. Given the reactants [OH:1][C:2]1[CH:10]=[C:9]([OH:11])[CH:8]=[C:7]([OH:12])[C:3]=1[C:4]([OH:6])=[O:5].[CH3:13][C:14]([CH3:16])=O.FC(F)(F)C(O)=O, predict the reaction product. (9) Given the reactants [C:1]([O:5][C:6]([N:8]1[CH2:12][CH:11]([OH:13])[CH2:10][CH:9]1[CH2:14][OH:15])=[O:7])([CH3:4])([CH3:3])[CH3:2].C(N(CC)CC)C.[CH3:23][S:24](Cl)(=[O:26])=[O:25], predict the reaction product. The product is: [C:1]([O:5][C:6]([N:8]1[CH2:12][CH:11]([O:13][S:24]([CH3:23])(=[O:26])=[O:25])[CH2:10][CH:9]1[CH2:14][O:15][S:24]([CH3:23])(=[O:26])=[O:25])=[O:7])([CH3:4])([CH3:3])[CH3:2]. (10) Given the reactants [Cl:1][C:2]1[CH:7]=[CH:6][C:5]([C@H:8]2[C@H:12]([N+:13]([O-])=O)[CH2:11][N:10]([CH2:16][CH2:17][O:18][CH3:19])[CH2:9]2)=[CH:4][CH:3]=1, predict the reaction product. The product is: [CH3:19][O:18][CH2:17][CH2:16][N:10]1[CH2:9][C@@H:8]([C:5]2[CH:6]=[CH:7][C:2]([Cl:1])=[CH:3][CH:4]=2)[C@H:12]([NH2:13])[CH2:11]1.